Dataset: Catalyst prediction with 721,799 reactions and 888 catalyst types from USPTO. Task: Predict which catalyst facilitates the given reaction. (1) Reactant: C(O)=O.[NH2:4][C:5]1[N:10]=[CH:9][N:8]=[C:7]2[N:11]([CH:22]([C:24]3[O:25][C:26](=[O:46])[C:27]4[C:32]([C:33]=3[C:34]3[CH:39]=[CH:38][C:37]([CH2:40][CH2:41][CH2:42][N:43]([CH3:45])[CH3:44])=[CH:36][CH:35]=3)=[CH:31][CH:30]=[CH:29][CH:28]=4)[CH3:23])[N:12]=[C:13]([C:14]3[CH:19]=[C:18]([OH:20])[CH:17]=[C:16]([F:21])[CH:15]=3)[C:6]=12. Product: [NH2:4][C:5]1[N:10]=[CH:9][N:8]=[C:7]2[N:11]([CH:22]([C:24]3[O:25][C:26](=[O:46])[C:27]4[C:32]([C:33]=3[C:34]3[CH:35]=[CH:36][C:37]([CH2:40][CH2:41][CH2:42][N:43]([CH3:44])[CH3:45])=[CH:38][CH:39]=3)=[CH:31][CH:30]=[CH:29][CH:28]=4)[CH3:23])[N:12]=[C:13]([C:14]3[CH:19]=[C:18]([OH:20])[CH:17]=[C:16]([F:21])[CH:15]=3)[C:6]=12. The catalyst class is: 357. (2) Reactant: [C:1]([O:5][C:6]([N:8]1[C:13]2[CH:14]=[C:15]([Cl:19])[C:16]([OH:18])=[CH:17][C:12]=2[O:11][CH:10]([C:20]([N:22]2[CH2:27][CH2:26][C:25]([C:36]#[N:37])([CH2:28][C:29]3[CH:34]=[CH:33][C:32]([F:35])=[CH:31][CH:30]=3)[CH2:24][CH2:23]2)=[O:21])[CH2:9]1)=[O:7])([CH3:4])([CH3:3])[CH3:2].C([O-])([O-])=O.[K+].[K+].[CH2:44](I)[CH3:45]. Product: [C:1]([O:5][C:6]([N:8]1[C:13]2[CH:14]=[C:15]([Cl:19])[C:16]([O:18][CH2:44][CH3:45])=[CH:17][C:12]=2[O:11][CH:10]([C:20]([N:22]2[CH2:27][CH2:26][C:25]([C:36]#[N:37])([CH2:28][C:29]3[CH:30]=[CH:31][C:32]([F:35])=[CH:33][CH:34]=3)[CH2:24][CH2:23]2)=[O:21])[CH2:9]1)=[O:7])([CH3:4])([CH3:2])[CH3:3]. The catalyst class is: 21. (3) Reactant: [F:1][CH:2]([F:40])[C:3]1[N:7]2[C:8]3[CH:15]=[C:14]([C:16]4[CH:21]=[CH:20][CH:19]=[CH:18][CH:17]=4)[C:13]([C:22]4[CH:27]=[CH:26][C:25]([C:28]5([NH:32]C(=O)OC(C)(C)C)[CH2:31][CH2:30][CH2:29]5)=[CH:24][CH:23]=4)=[N:12][C:9]=3[O:10][CH2:11][C:6]2=[N:5][N:4]=1. Product: [F:40][CH:2]([F:1])[C:3]1[N:7]2[C:8]3[CH:15]=[C:14]([C:16]4[CH:17]=[CH:18][CH:19]=[CH:20][CH:21]=4)[C:13]([C:22]4[CH:27]=[CH:26][C:25]([C:28]5([NH2:32])[CH2:31][CH2:30][CH2:29]5)=[CH:24][CH:23]=4)=[N:12][C:9]=3[O:10][CH2:11][C:6]2=[N:5][N:4]=1. The catalyst class is: 67. (4) Reactant: [Cl:1][C:2]1[CH:3]=[CH:4][CH:5]=[C:6]2[C:11]=1[C:10](=[O:12])[CH2:9][CH2:8][CH2:7]2.[BH4-].[Na+]. Product: [Cl:1][C:2]1[CH:3]=[CH:4][CH:5]=[C:6]2[C:11]=1[CH:10]([OH:12])[CH2:9][CH2:8][CH2:7]2. The catalyst class is: 5. (5) Reactant: [Cl:1][C:2]1[CH:3]=[CH:4][C:5]2[C:15](=[C:16]3[CH2:21][CH2:20][NH:19][CH2:18][CH2:17]3)[C:10]3=[N:11][CH:12]=[CH:13][CH:14]=[C:9]3[CH2:8][CH2:7][C:6]=2[CH:22]=1.C1(C(C2C=CC=CC=2)(C2C=CC=CC=2)[N:30]2[CH:34]=[C:33]([CH:35]([CH2:38][CH2:39][CH2:40][CH3:41])C=O)[N:32]=[CH:31]2)C=CC=CC=1.[CH3:54]S(O)(=O)=O.S([O-])([O-])(=O)=O.[Mg+2].C([BH3-])#N.[Na+].O1CCCC1. Product: [Cl:1][C:2]1[CH:3]=[CH:4][C:5]2[C:15](=[C:16]3[CH2:17][CH2:18][N:19]([CH2:54][CH2:41][CH2:40][CH2:39][CH2:38][CH2:35][C:33]4[N:32]=[CH:31][NH:30][CH:34]=4)[CH2:20][CH2:21]3)[C:10]3=[N:11][CH:12]=[CH:13][CH:14]=[C:9]3[CH2:8][CH2:7][C:6]=2[CH:22]=1. The catalyst class is: 5. (6) Reactant: [CH2:1]([N:8]1[CH2:13][CH2:12][N:11]([CH:14]2[CH2:19][CH2:18][CH:17]([CH2:20][C:21]([N:23]([CH3:25])[CH3:24])=O)[CH2:16][CH2:15]2)[CH2:10][CH2:9]1)[C:2]1[CH:7]=[CH:6][CH:5]=[CH:4][CH:3]=1.[H-].[H-].[H-].[H-].[Li+].[Al+3]. Product: [CH2:1]([N:8]1[CH2:9][CH2:10][N:11]([CH:14]2[CH2:19][CH2:18][CH:17]([CH2:20][CH2:21][N:23]([CH3:24])[CH3:25])[CH2:16][CH2:15]2)[CH2:12][CH2:13]1)[C:2]1[CH:3]=[CH:4][CH:5]=[CH:6][CH:7]=1. The catalyst class is: 1. (7) Reactant: [Br:1][C:2]1[CH:10]=[C:9]([N+:11]([O-:13])=[O:12])[CH:8]=[CH:7][C:3]=1[C:4]([OH:6])=[O:5].C(C1NC=CN=1)(C1NC=CN=1)=O.[C:26](O)([CH3:29])([CH3:28])[CH3:27].C1CCN2C(=NCCC2)CC1. Product: [Br:1][C:2]1[CH:10]=[C:9]([N+:11]([O-:13])=[O:12])[CH:8]=[CH:7][C:3]=1[C:4]([O:6][C:26]([CH3:29])([CH3:28])[CH3:27])=[O:5]. The catalyst class is: 28.